Task: Predict the product of the given reaction.. Dataset: Forward reaction prediction with 1.9M reactions from USPTO patents (1976-2016) (1) Given the reactants [CH3:1][C:2]1[CH:26]=[CH:25][CH:24]=[C:23]([N+:27]([O-])=O)[C:3]=1[C:4]([N:6]([C:10](=O)[C@@H:11]([NH:14][C:15](=[O:21])[O:16][C:17]([CH3:20])([CH3:19])[CH3:18])[CH2:12][CH3:13])[CH:7]1[CH2:9][CH2:8]1)=[O:5], predict the reaction product. The product is: [CH3:1][C:2]1[CH:26]=[CH:25][CH:24]=[C:23]2[C:3]=1[C:4](=[O:5])[N:6]([CH:7]1[CH2:9][CH2:8]1)[C:10]([C@@H:11]([NH:14][C:15](=[O:21])[O:16][C:17]([CH3:20])([CH3:19])[CH3:18])[CH2:12][CH3:13])=[N:27]2. (2) The product is: [F:47][C@H:10]1[C@@H:11]([O:14][C:15]2[CH:20]=[CH:19][C:18]([C:21]3[N:26]=[C:25]([NH:27][C:28]4[CH:33]=[CH:32][C:31]([N:34]5[CH2:39][CH2:38][N:37]([CH:40]6[CH2:41][O:42][CH2:43]6)[C@@H:36]([CH3:44])[CH2:35]5)=[CH:30][CH:29]=4)[N:24]=[CH:23][N:22]=3)=[CH:17][C:16]=2[C:45]#[N:46])[CH2:12][CH2:13][NH:8][CH2:9]1. Given the reactants C(OC([N:8]1[CH2:13][CH2:12][C@H:11]([O:14][C:15]2[CH:20]=[CH:19][C:18]([C:21]3[N:26]=[C:25]([NH:27][C:28]4[CH:33]=[CH:32][C:31]([N:34]5[CH2:39][CH2:38][N:37]([CH:40]6[CH2:43][O:42][CH2:41]6)[C@@H:36]([CH3:44])[CH2:35]5)=[CH:30][CH:29]=4)[N:24]=[CH:23][N:22]=3)=[CH:17][C:16]=2[C:45]#[N:46])[C@H:10]([F:47])[CH2:9]1)=O)(C)(C)C.C(O)(C(F)(F)F)=O, predict the reaction product. (3) Given the reactants Br[C:2]1[C:3]([N:22]2[CH2:25][CH:24]([CH2:26][OH:27])[CH2:23]2)=[N:4][CH:5]=[C:6]([CH:21]=1)[C:7]([NH:9][C:10]1[CH:15]=[CH:14][C:13]([O:16][C:17]([F:20])([F:19])[F:18])=[CH:12][CH:11]=1)=[O:8].[CH3:28][C:29]1[N:34]=[CH:33][C:32](B(O)O)=[CH:31][CH:30]=1, predict the reaction product. The product is: [OH:27][CH2:26][CH:24]1[CH2:25][N:22]([C:3]2[C:2]([C:32]3[CH:33]=[N:34][C:29]([CH3:28])=[CH:30][CH:31]=3)=[CH:21][C:6]([C:7]([NH:9][C:10]3[CH:15]=[CH:14][C:13]([O:16][C:17]([F:20])([F:19])[F:18])=[CH:12][CH:11]=3)=[O:8])=[CH:5][N:4]=2)[CH2:23]1. (4) Given the reactants CON(C)[C:4](=[O:21])[CH:5]([O:19][CH3:20])[C:6]1[CH:11]=[CH:10][C:9]([CH2:12][N:13]2[CH2:18][CH2:17][O:16][CH2:15][CH2:14]2)=[CH:8][CH:7]=1.[Br:23][C:24]1[C:29]([O:30][CH3:31])=[CH:28][C:27]([C:32]2[O:33][CH:34]=[CH:35][CH:36]=2)=[CH:26][C:25]=1[O:37][CH3:38], predict the reaction product. The product is: [Br:23][C:24]1[C:25]([O:37][CH3:38])=[CH:26][C:27]([C:32]2[O:33][C:34]([C:4](=[O:21])[CH:5]([O:19][CH3:20])[C:6]3[CH:7]=[CH:8][C:9]([CH2:12][N:13]4[CH2:14][CH2:15][O:16][CH2:17][CH2:18]4)=[CH:10][CH:11]=3)=[CH:35][CH:36]=2)=[CH:28][C:29]=1[O:30][CH3:31]. (5) Given the reactants [CH3:1][Si:2]([C:7]1[CH:12]=[CH:11][CH:10]=[CH:9][CH:8]=1)(OC)[O:3][CH3:4].[C:13]([OH:17])([CH3:16])([CH3:15])[CH3:14], predict the reaction product. The product is: [CH3:1][Si:2]([C:7]1[CH:12]=[CH:11][CH:10]=[CH:9][CH:8]=1)([O:3][CH3:4])[O:17][C:13]([CH3:16])([CH3:15])[CH3:14].